This data is from Reaction yield outcomes from USPTO patents with 853,638 reactions. The task is: Predict the reaction yield, written as a fraction of the theoretical maximum amount of product (1.0 means a 100% yield; for example, 0.34 means a 34% yield). (1) The yield is 0.879. The catalyst is O. The product is [OH:2][C:3]1[CH:4]=[C:5]2[C:10](=[CH:11][CH:12]=1)[C:9](=[O:13])[N:8]([C:14]1[CH:15]=[CH:16][C:17]([OH:20])=[CH:18][CH:19]=1)[CH:7]=[C:6]2[C:22]1[CH:27]=[CH:26][CH:25]=[CH:24][CH:23]=1. The reactants are C[O:2][C:3]1[CH:4]=[C:5]2[C:10](=[CH:11][CH:12]=1)[C:9](=[O:13])[N:8]([C:14]1[CH:19]=[CH:18][C:17]([O:20]C)=[CH:16][CH:15]=1)[CH:7]=[C:6]2[C:22]1[CH:27]=[CH:26][CH:25]=[CH:24][CH:23]=1.C(Cl)Cl.B(Br)(Br)Br. (2) The yield is 0.470. The product is [Cl:30][C:31]1[CH:39]=[C:38]2[C:34]([C@@:35]3([C@@H:44]([C:45]4[CH:50]=[CH:49][CH:48]=[C:47]([Cl:51])[C:46]=4[F:52])[C@H:43]([C:53]([NH:9][C@H:13]4[CH2:14][CH2:7][C@H:6]([N:3]5[CH2:1][CH:5]([OH:65])[CH2:4]5)[CH2:17][CH2:12]4)=[O:54])[NH:42][C:41]43[CH2:56][CH2:57][C:58]([CH3:62])([CH3:61])[CH2:59][CH2:60]4)[C:36](=[O:40])[NH:37]2)=[CH:33][CH:32]=1. The reactants are [CH2:1]([N:3]([CH2:6][CH3:7])[CH2:4][CH3:5])C.O[N:9]1[C:13]2[CH:14]=CC=[CH:17][C:12]=2N=N1.Cl.C(N=C=NCCCN(C)C)C.[Cl:30][C:31]1[CH:39]=[C:38]2[C:34]([C:35]3([C@@H:44]([C:45]4[CH:50]=[CH:49][CH:48]=[C:47]([Cl:51])[C:46]=4[F:52])[C@H:43]([C:53](O)=[O:54])[NH:42][C:41]43[CH2:60][CH2:59][C:58]([CH3:62])([CH3:61])[CH2:57][CH2:56]4)[C:36](=[O:40])[NH:37]2)=[CH:33][CH:32]=1.C(OCC)(=[O:65])C. The catalyst is CO.CN(C)C=O. (3) The reactants are [C:1]([O:5][C:6]([NH:8][C@H:9]([CH:13]([CH3:15])[CH3:14])[C:10]([OH:12])=O)=[O:7])([CH3:4])([CH3:3])[CH3:2].[CH2:16]([NH:23][CH2:24][CH2:25][OH:26])[C:17]1[CH:22]=[CH:21][CH:20]=[CH:19][CH:18]=1.CN(C(ON1N=NC2C=CC=NC1=2)=[N+](C)C)C.F[P-](F)(F)(F)(F)F.CCN(CC)CC. The catalyst is C(Cl)Cl.O. The product is [C:1]([O:5][C:6](=[O:7])[NH:8][C@H:9]([CH:13]([CH3:15])[CH3:14])[C:10]([N:23]([CH2:16][C:17]1[CH:22]=[CH:21][CH:20]=[CH:19][CH:18]=1)[CH2:24][CH2:25][OH:26])=[O:12])([CH3:2])([CH3:3])[CH3:4]. The yield is 0.880. (4) The reactants are [NH2:1][CH2:2][C:3]1[C:4]2[N:5]([C:10]([C:14]([C:16]3[CH:21]=[CH:20][C:19]([Cl:22])=[CH:18][C:17]=3[F:23])=[O:15])=[C:11]([CH3:13])[N:12]=2)[N:6]=[C:7]([Cl:9])[CH:8]=1.C(=O)([O-])[O-].[K+].[K+].Br[CH2:31][CH2:32][O:33][CH2:34][CH2:35]Br. The catalyst is O. The product is [Cl:22][C:19]1[CH:20]=[CH:21][C:16]([C:14]([C:10]2[N:5]3[N:6]=[C:7]([Cl:9])[CH:8]=[C:3]([CH2:2][N:1]4[CH2:35][CH2:34][O:33][CH2:32][CH2:31]4)[C:4]3=[N:12][C:11]=2[CH3:13])=[O:15])=[C:17]([F:23])[CH:18]=1. The yield is 0.310. (5) The reactants are [O:1]1[C:5]2[CH:6]=[CH:7][CH:8]=[CH:9][C:4]=2[N:3]=[CH:2]1.N(C(C)=O)[C@H](C(N[C@H](C(N[C@H](C(O)=O)C)=O)C(C)C)=O)CC1C=C[C:16]([O:19]C(C)(C)C)=CC=1.C([SnH](CCCC)CCCC)CCC.OC1C2N=NNC=2C=CC=1.Cl.C(N=C=NCCCN(C)C)C. The catalyst is C(Cl)Cl.CN(C=O)C.C(OCC)(=O)C.[Pd](Cl)Cl.C1(P(C2C=CC=CC=2)C2C=CC=CC=2)C=CC=CC=1.C1(P(C2C=CC=CC=2)C2C=CC=CC=2)C=CC=CC=1.C(Cl)Cl.CO. The product is [CH3:16][O:19][C:6]1[C:5]2[O:1][CH:2]=[N:3][C:4]=2[CH:9]=[CH:8][CH:7]=1. The yield is 0.940. (6) The reactants are [CH:1]12[CH2:10][CH:5]3[CH2:6][CH:7]([CH2:9][CH:3]([CH2:4]3)[CH:2]1[NH:11][C:12]([C@H:14]1[CH2:19][O:18][CH2:17][CH2:16][N:15]1C(OC(C)(C)C)=O)=[O:13])[CH2:8]2.[F:27][C:28]([F:33])([F:32])[C:29]([OH:31])=[O:30]. No catalyst specified. The product is [F:27][C:28]([F:33])([F:32])[C:29]([OH:31])=[O:30].[CH:1]12[CH2:10][CH:5]3[CH2:6][CH:7]([CH2:9][CH:3]([CH2:4]3)[CH:2]1[NH:11][C:12]([C@H:14]1[CH2:19][O:18][CH2:17][CH2:16][NH:15]1)=[O:13])[CH2:8]2. The yield is 1.00.